This data is from Full USPTO retrosynthesis dataset with 1.9M reactions from patents (1976-2016). The task is: Predict the reactants needed to synthesize the given product. (1) Given the product [CH2:6]([O:8][C:9](=[O:20])[CH:10]([N:12]1[CH2:17][CH2:16][CH2:15][CH:14]([NH:18][C:2]([O:4][CH3:5])=[O:3])[C:13]1=[O:19])[CH3:11])[CH3:7], predict the reactants needed to synthesize it. The reactants are: Cl[C:2]([O:4][CH3:5])=[O:3].[CH2:6]([O:8][C:9](=[O:20])[CH:10]([N:12]1[CH2:17][CH2:16][CH2:15][CH:14]([NH2:18])[C:13]1=[O:19])[CH3:11])[CH3:7].CN1CCOCC1. (2) Given the product [Cl:1][C:2]1[N:10]=[C:9]2[C:5]([N:6]=[CH:7][N:8]2[CH2:19][CH3:20])=[C:4]([Cl:11])[N:3]=1, predict the reactants needed to synthesize it. The reactants are: [Cl:1][C:2]1[N:10]=[C:9]2[C:5]([NH:6][CH:7]=[N:8]2)=[C:4]([Cl:11])[N:3]=1.C(=O)([O-])[O-].[K+].[K+].I[CH2:19][CH3:20].